Task: Predict the product of the given reaction.. Dataset: Forward reaction prediction with 1.9M reactions from USPTO patents (1976-2016) (1) Given the reactants [N+:1]([C:15]1[CH:16]=[C:17]([C:22]([OH:25])=[CH:23][CH:24]=1)[C:18]([O:20][CH3:21])=[O:19])(=[N:3][C:4]1[CH:5]=[C:6]([C:11]([OH:14])=[CH:12][CH:13]=1)[C:7]([O:9][CH3:10])=[O:8])[O-], predict the reaction product. The product is: [N:1]([C:15]1[CH:16]=[C:17]([C:22]([OH:25])=[CH:23][CH:24]=1)[C:18]([O:20][CH3:21])=[O:19])=[N:3][C:4]1[CH:5]=[C:6]([C:11]([OH:14])=[CH:12][CH:13]=1)[C:7]([O:9][CH3:10])=[O:8]. (2) Given the reactants [CH2:1]([OH:24])[C@H:2]1[O:7][C@@H:6]([O:8][C@@H:9]([C@H:14]([OH:20])[C@@H:15]([OH:19])[C:16]([OH:18])=O)[C@H:10]([OH:13])[CH2:11][OH:12])[C@H:5]([OH:21])[C@@H:4]([OH:22])[C@H:3]1[OH:23].[NH2:25][C@H:26]([CH2:28][C:29]1[CH:34]=[CH:33][CH:32]=[CH:31][CH:30]=1)[CH3:27].CN(C(ON1N=NC2C=CC=NC1=2)=[N+](C)C)C.F[P-](F)(F)(F)(F)F.CN1CCOCC1, predict the reaction product. The product is: [OH:19][C@H:15]([C@@H:14]([OH:20])[C@H:9]([O:8][C@H:6]1[C@H:5]([OH:21])[C@@H:4]([OH:22])[C@@H:3]([OH:23])[C@@H:2]([CH2:1][OH:24])[O:7]1)[C@H:10]([OH:13])[CH2:11][OH:12])[C:16]([NH:25][C@@H:26]([CH3:27])[CH2:28][C:29]1[CH:34]=[CH:33][CH:32]=[CH:31][CH:30]=1)=[O:18]. (3) Given the reactants Cl[S:2]([C:5]1[C:6]([CH3:16])=[C:7]([C:11]([O:13][CH2:14][CH3:15])=[O:12])[NH:8][C:9]=1[CH3:10])(=[O:4])=[O:3].[CH:17]1[CH:22]=[CH:21][CH:20]=[CH:19][CH:18]=1.[Cl-].[In+3].[Cl-].[Cl-].FC(S(O)(=O)=O)(F)F, predict the reaction product. The product is: [CH3:16][C:6]1[C:5]([S:2]([C:17]2[CH:22]=[CH:21][CH:20]=[CH:19][CH:18]=2)(=[O:4])=[O:3])=[C:9]([CH3:10])[NH:8][C:7]=1[C:11]([O:13][CH2:14][CH3:15])=[O:12]. (4) Given the reactants [CH:1]1([N:6]2[CH2:11][CH2:10][N:9]([C:12]([C:14]3[CH:15]=[C:16]4[C:20](=[CH:21][CH:22]=3)[NH:19][C:18]([C:23]([OH:25])=O)=[CH:17]4)=[O:13])[CH2:8][CH2:7]2)[CH2:5][CH2:4][CH2:3][CH2:2]1.Cl.F[B-](F)(F)F.N1(OC(N(C)C)=[N+](C)C)C2C=CC=CC=2N=N1.[CH3:49][NH:50][CH2:51][C:52]1[CH:57]=[CH:56][CH:55]=[CH:54][CH:53]=1.C(N(CC)C(C)C)(C)C, predict the reaction product. The product is: [CH2:51]([N:50]([CH3:49])[C:23]([C:18]1[NH:19][C:20]2[C:16]([CH:17]=1)=[CH:15][C:14]([C:12]([N:9]1[CH2:8][CH2:7][N:6]([CH:1]3[CH2:5][CH2:4][CH2:3][CH2:2]3)[CH2:11][CH2:10]1)=[O:13])=[CH:22][CH:21]=2)=[O:25])[C:52]1[CH:57]=[CH:56][CH:55]=[CH:54][CH:53]=1. (5) Given the reactants Br[C:2]1[CH:3]=[C:4]([CH:18]=[C:19]([O:21][CH2:22][CH:23]2[CH2:25][CH2:24]2)[CH:20]=1)[CH2:5][O:6][C:7]1[CH:12]=[CH:11][CH:10]=[CH:9][C:8]=1[CH2:13][C:14]([O:16]C)=[O:15].Cl.[NH2:27][CH2:28][C:29]1[CH:30]=[C:31](B(O)O)[CH:32]=[CH:33][CH:34]=1, predict the reaction product. The product is: [NH2:27][CH2:28][C:29]1[CH:34]=[C:33]([C:2]2[CH:20]=[C:19]([O:21][CH2:22][CH:23]3[CH2:25][CH2:24]3)[CH:18]=[C:4]([CH2:5][O:6][C:7]3[CH:12]=[CH:11][CH:10]=[CH:9][C:8]=3[CH2:13][C:14]([OH:16])=[O:15])[CH:3]=2)[CH:32]=[CH:31][CH:30]=1. (6) Given the reactants [CH3:1][NH2:2].O=[C:4]1[CH2:9][CH2:8][CH:7]([C:10]([O:12][CH2:13][CH3:14])=[O:11])[CH2:6][CH2:5]1, predict the reaction product. The product is: [CH3:1][N:2]1[C:10](=[O:11])[C:7]2[C:6](=[CH:5][CH:4]=[CH:9][CH:8]=2)[C:4]21[CH2:9][CH2:8][C:7]([C:10]([O:12][CH2:13][CH3:14])=[O:11])=[CH:6][CH2:5]2.